Predict which catalyst facilitates the given reaction. From a dataset of Catalyst prediction with 721,799 reactions and 888 catalyst types from USPTO. (1) Reactant: I[C:2]1[N:7]2[N:8]=[C:9]([C:11]([F:14])([F:13])[F:12])[CH:10]=[C:6]2[C:5]([CH:15]=[O:16])=[CH:4][CH:3]=1.[CH3:17][S-:18].[Na+]. Product: [CH3:17][S:18][C:2]1[N:7]2[N:8]=[C:9]([C:11]([F:14])([F:13])[F:12])[CH:10]=[C:6]2[C:5]([CH:15]=[O:16])=[CH:4][CH:3]=1. The catalyst class is: 18. (2) Reactant: [F:1][C:2]([F:26])([F:25])[O:3][C:4]1[CH:9]=[CH:8][C:7]([N:10]2[CH:14]=[N:13][C:12]([C:15]3[CH:20]=[CH:19][C:18]([CH:21]4[CH2:23][CH:22]4[NH2:24])=[CH:17][CH:16]=3)=[N:11]2)=[CH:6][CH:5]=1.CCN(CC)CC.Cl[C:35]([O:37][C:38]1[C:43]([CH3:44])=[CH:42][C:41]([CH3:45])=[CH:40][C:39]=1[CH3:46])=[O:36]. Product: [F:26][C:2]([F:1])([F:25])[O:3][C:4]1[CH:5]=[CH:6][C:7]([N:10]2[CH:14]=[N:13][C:12]([C:15]3[CH:20]=[CH:19][C:18]([CH:21]4[CH2:23][CH:22]4[NH:24][C:35](=[O:36])[O:37][C:38]4[C:43]([CH3:44])=[CH:42][C:41]([CH3:45])=[CH:40][C:39]=4[CH3:46])=[CH:17][CH:16]=3)=[N:11]2)=[CH:8][CH:9]=1. The catalyst class is: 172.